From a dataset of Reaction yield outcomes from USPTO patents with 853,638 reactions. Predict the reaction yield, written as a fraction of the theoretical maximum amount of product (1.0 means a 100% yield; for example, 0.34 means a 34% yield). (1) The reactants are [C:1]([O:5][C:6]([N:8]1[CH2:13][CH:12]=[C:11](B2OC(C)(C)C(C)(C)O2)[CH2:10][CH2:9]1)=[O:7])([CH3:4])([CH3:3])[CH3:2].C(OC(N1CCC(=O)CC1)=O)(C)(C)C.C([O-])([O-])=O.[K+].[K+].[C:43]1([S:49]([N:52]2[C:56]3=[N:57][CH:58]=[CH:59][C:60](Cl)=[C:55]3[CH:54]=[CH:53]2)(=[O:51])=[O:50])[CH:48]=[CH:47][CH:46]=[CH:45][CH:44]=1. The catalyst is CN(C=O)C.C1C=CC([PH+]([C]2[CH][CH][CH][CH]2)C2C=CC=CC=2)=CC=1.C1C=CC([PH+]([C]2[CH][CH][CH][CH]2)C2C=CC=CC=2)=CC=1.C(Cl)Cl.Cl[Pd]Cl.[Fe]. The product is [C:1]([O:5][C:6]([N:8]1[CH2:13][CH:12]=[C:11]([C:60]2[CH:59]=[CH:58][N:57]=[C:56]3[N:52]([S:49]([C:43]4[CH:44]=[CH:45][CH:46]=[CH:47][CH:48]=4)(=[O:50])=[O:51])[CH:53]=[CH:54][C:55]=23)[CH2:10][CH2:9]1)=[O:7])([CH3:2])([CH3:3])[CH3:4]. The yield is 0.450. (2) The reactants are CC1(C)CCCC(C)(C)N1.C([Li])CCC.[F:16][C:17]1[CH:22]=[CH:21][CH:20]=[C:19]([O:23][C:24]([F:27])([F:26])[F:25])[C:18]=1[Si:28]([CH3:31])([CH3:30])[CH3:29].[I:32]I. The catalyst is O1CCCC1. The product is [F:16][C:17]1[C:18]([Si:28]([CH3:31])([CH3:30])[CH3:29])=[C:19]([O:23][C:24]([F:27])([F:25])[F:26])[C:20]([I:32])=[CH:21][CH:22]=1. The yield is 0.840.